Dataset: Full USPTO retrosynthesis dataset with 1.9M reactions from patents (1976-2016). Task: Predict the reactants needed to synthesize the given product. (1) Given the product [CH3:12][O:11][C:9]1[CH:8]=[CH:7][C:5]2[N:6]=[C:2]([C:14]3[CH:19]=[CH:18][C:17]([N+:20]([O-:22])=[O:21])=[CH:16][CH:15]=3)[S:3][C:4]=2[CH:10]=1, predict the reactants needed to synthesize it. The reactants are: Br[C:2]1[S:3][C:4]2[CH:10]=[C:9]([O:11][CH3:12])[CH:8]=[CH:7][C:5]=2[N:6]=1.I[C:14]1[CH:19]=[CH:18][C:17]([N+:20]([O-:22])=[O:21])=[CH:16][CH:15]=1.C(=O)([O-])[O-].[Cs+].[Cs+].C(P(CCCC)CCCC)CCC. (2) Given the product [Cl:21][C:20]1[C:15]([C:13]2[C:12]([Cl:30])=[CH:11][N:10]=[C:9]([NH:8][C@H:5]3[CH2:6][CH2:7][C@H:2]([NH:1][CH2:44][CH2:45][O:46][C:47]([F:50])([F:49])[F:48])[CH2:3][CH2:4]3)[CH:14]=2)=[N:16][C:17]([NH:22][CH2:23][CH:24]2[CH2:29][CH2:28][O:27][CH2:26][CH2:25]2)=[CH:18][CH:19]=1, predict the reactants needed to synthesize it. The reactants are: [NH2:1][C@H:2]1[CH2:7][CH2:6][C@H:5]([NH:8][C:9]2[CH:14]=[C:13]([C:15]3[C:20]([Cl:21])=[CH:19][CH:18]=[C:17]([NH:22][CH2:23][CH:24]4[CH2:29][CH2:28][O:27][CH2:26][CH2:25]4)[N:16]=3)[C:12]([Cl:30])=[CH:11][N:10]=2)[CH2:4][CH2:3]1.C(N(CC)CC)C.FC(F)(F)S(O[CH2:44][CH2:45][O:46][C:47]([F:50])([F:49])[F:48])(=O)=O. (3) Given the product [NH2:4][C:3]1[CH:5]=[CH:6][C:7]([Br:9])=[CH:8][C:2]=1[NH:1][C:12]([C@@H:11]1[CH2:15][CH2:16][CH2:17][N:10]1[C:18]([O:20][C:21]([CH3:24])([CH3:23])[CH3:22])=[O:19])=[O:13], predict the reactants needed to synthesize it. The reactants are: [NH2:1][C:2]1[CH:8]=[C:7]([Br:9])[CH:6]=[CH:5][C:3]=1[NH2:4].[N:10]1([C:18]([O:20][C:21]([CH3:24])([CH3:23])[CH3:22])=[O:19])[CH2:17][CH2:16][CH2:15][C@H:11]1[C:12](O)=[O:13].CN(C(ON1N=NC2C=CC=NC1=2)=[N+](C)C)C.F[P-](F)(F)(F)(F)F.C(N(C(C)C)CC)(C)C. (4) Given the product [CH3:1][O:2][C:3]1[CH:12]=[CH:11][C:6]([C:7]([OH:9])=[O:8])=[CH:5][N:4]=1, predict the reactants needed to synthesize it. The reactants are: [CH3:1][O:2][C:3]1[CH:12]=[CH:11][C:6]([C:7]([O:9]C)=[O:8])=[CH:5][N:4]=1. (5) Given the product [CH3:1][C:2]1[N:6]([CH2:7][CH:8]2[C:21](=[O:22])[C:12]3[C:13]4[CH:14]=[CH:15][CH:16]=[CH:17][C:18]=4[N:19]([CH3:20])[C:11]=3[CH2:10][CH2:9]2)[CH:5]=[CH:4][N:3]=1.[ClH:23], predict the reactants needed to synthesize it. The reactants are: [CH3:1][C:2]1[N:6]([CH2:7][CH:8]2[C:21](=[O:22])[C:12]3[C:13]4[CH:14]=[CH:15][CH:16]=[CH:17][C:18]=4[N:19]([CH3:20])[C:11]=3[CH2:10][CH2:9]2)[CH:5]=[CH:4][N:3]=1.[ClH:23].CCO.CC(O)C. (6) Given the product [F:10][C:9]1[CH:8]=[C:7]([N+:11]([O-:13])=[O:12])[CH:6]=[C:5]([O:14][CH3:16])[C:4]=1[F:3], predict the reactants needed to synthesize it. The reactants are: [H-].[Na+].[F:3][C:4]1[C:9]([F:10])=[CH:8][C:7]([N+:11]([O-:13])=[O:12])=[CH:6][C:5]=1[OH:14].I[CH3:16].